This data is from Forward reaction prediction with 1.9M reactions from USPTO patents (1976-2016). The task is: Predict the product of the given reaction. (1) Given the reactants [O:1]1CCO[CH:2]1[CH2:6][C:7]1[CH:16]=[CH:15][C:10]2[C:11](=[O:14])[O:12][CH2:13][C:9]=2[CH:8]=1, predict the reaction product. The product is: [O:14]=[C:11]1[C:10]2[CH:15]=[CH:16][C:7]([CH2:6][CH:2]=[O:1])=[CH:8][C:9]=2[CH2:13][O:12]1. (2) Given the reactants [CH3:1][N:2]1[CH:6]=[C:5]([C:7]([OH:9])=O)[CH:4]=[N:3]1.C1(P(C2C=CC=CC=2)C2C=CC=CC=2)C=CC=CC=1.ClN1C(=O)CCC1=O.[CH:37]1([CH2:40][N:41]2[C:49]3[N:48]=[C:47]([CH2:50][C:51]4[CH:56]=[CH:55][C:54]([NH:57][CH3:58])=[CH:53][CH:52]=4)[NH:46][C:45]=3[C:44](=[O:59])[N:43]([CH2:60][C:61]3[CH:66]=[CH:65][CH:64]=[CH:63][C:62]=3[F:67])[C:42]2=[O:68])[CH2:39][CH2:38]1, predict the reaction product. The product is: [CH:37]1([CH2:40][N:41]2[C:49]3[N:48]=[C:47]([CH2:50][C:51]4[CH:52]=[CH:53][C:54]([N:57]([CH3:58])[C:7]([C:5]5[CH:4]=[N:3][N:2]([CH3:1])[CH:6]=5)=[O:9])=[CH:55][CH:56]=4)[NH:46][C:45]=3[C:44](=[O:59])[N:43]([CH2:60][C:61]3[CH:66]=[CH:65][CH:64]=[CH:63][C:62]=3[F:67])[C:42]2=[O:68])[CH2:39][CH2:38]1. (3) Given the reactants [Cl:1][C:2]1[CH:3]=[C:4]2[C:8](=[CH:9][CH:10]=1)[NH:7][CH:6]=[C:5]2[CH:11]1[CH2:16][CH2:15][NH:14][CH2:13][CH2:12]1.Br[CH2:18][CH2:19][CH2:20][CH2:21][CH2:22][N:23]1[C:32]2[C:27](=[CH:28][CH:29]=[CH:30][CH:31]=2)[CH2:26][CH2:25][C:24]1=[O:33], predict the reaction product. The product is: [ClH:1].[Cl:1][C:2]1[CH:3]=[C:4]2[C:8](=[CH:9][CH:10]=1)[NH:7][CH:6]=[C:5]2[CH:11]1[CH2:16][CH2:15][N:14]([CH2:18][CH2:19][CH2:20][CH2:21][CH2:22][N:23]2[C:32]3[C:27](=[CH:28][CH:29]=[CH:30][CH:31]=3)[CH2:26][CH2:25][C:24]2=[O:33])[CH2:13][CH2:12]1. (4) Given the reactants [OH-].[Na+].[I-:3].[CH2:4]([O:7][C:8]([C:19]([O:21][CH2:22][CH3:23])=[O:20])([C:14]([O:16][CH2:17][CH3:18])=[O:15])[CH2:9][N+:10]([CH3:13])([CH3:12])[CH3:11])[CH:5]=[CH2:6], predict the reaction product. The product is: [I-:3].[CH2:4]([O:7][C:8]([C:14]([O:16][CH2:17][CH3:18])=[O:15])([C:19]([O:21][CH2:22][CH3:23])=[O:20])[CH2:9][N+:10]([CH3:13])([CH3:11])[CH3:12])[CH:5]=[CH2:6].[CH2:17]([O:16][C:14](=[O:15])[C:8]([O:7][CH2:4][CH:5]=[CH2:6])=[CH2:9])[CH3:18].